Dataset: Forward reaction prediction with 1.9M reactions from USPTO patents (1976-2016). Task: Predict the product of the given reaction. Given the reactants [C:1]1([CH2:7][C@H:8]2[N:14]([S:15]([C:18]3[S:19][CH:20]=[CH:21][CH:22]=3)(=[O:17])=[O:16])[CH2:13][C:12]3[CH:23]=[C:24]([C:27]#[N:28])[CH:25]=[CH:26][C:11]=3[NH:10][CH2:9]2)[CH:6]=[CH:5][CH:4]=[CH:3][CH:2]=1.[NH:29]1[CH:33]=[C:32]([CH:34]=O)[N:31]=[CH:30]1.ClC(Cl)(Cl)C(O)=O.ClC(Cl)(Cl)C(OC(=O)C(Cl)(Cl)Cl)=O.C([SiH](CC)CC)C.[OH-].[Na+], predict the reaction product. The product is: [NH:29]1[CH:33]=[C:32]([CH2:34][N:10]2[C:11]3[CH:26]=[CH:25][C:24]([C:27]#[N:28])=[CH:23][C:12]=3[CH2:13][N:14]([S:15]([C:18]3[S:19][CH:20]=[CH:21][CH:22]=3)(=[O:17])=[O:16])[C@H:8]([CH2:7][C:1]3[CH:6]=[CH:5][CH:4]=[CH:3][CH:2]=3)[CH2:9]2)[N:31]=[CH:30]1.